The task is: Predict the product of the given reaction.. This data is from Forward reaction prediction with 1.9M reactions from USPTO patents (1976-2016). (1) Given the reactants Cl[CH:2]([CH:16]1[CH2:21][CH2:20][CH2:19][CH2:18][CH2:17]1)[C:3]1[CH:4]=[C:5]([C:10]2[CH2:11][CH2:12][S:13][CH2:14][CH:15]=2)[S:6][C:7]=1[CH2:8][CH3:9].[NH2:22][C:23]1[CH:32]=[CH:31][C:26]([C:27]([O:29]C)=[O:28])=[CH:25][CH:24]=1.[I-].[Na+].C(=O)([O-])[O-].[Na+].[Na+].Cl.[OH-].[Na+], predict the reaction product. The product is: [CH:16]1([CH:2]([NH:22][C:23]2[CH:32]=[CH:31][C:26]([C:27]([OH:29])=[O:28])=[CH:25][CH:24]=2)[C:3]2[CH:4]=[C:5]([C:10]3[CH2:11][CH2:12][S:13][CH2:14][CH:15]=3)[S:6][C:7]=2[CH2:8][CH3:9])[CH2:21][CH2:20][CH2:19][CH2:18][CH2:17]1. (2) Given the reactants [Br:1]N1C(=O)CCC1=O.[C:9]([C:11]1[C:20]2[C:15](=[CH:16][CH:17]=[CH:18][CH:19]=2)[C:14]([N:21]2[CH:25]=[CH:24][N:23]=[C:22]2[S:26][C:27]([F:34])([F:33])[C:28]([O:30][CH2:31][CH3:32])=[O:29])=[CH:13][CH:12]=1)#[N:10], predict the reaction product. The product is: [Br:1][C:25]1[N:21]([C:14]2[C:15]3[C:20](=[CH:19][CH:18]=[CH:17][CH:16]=3)[C:11]([C:9]#[N:10])=[CH:12][CH:13]=2)[C:22]([S:26][C:27]([F:34])([F:33])[C:28]([O:30][CH2:31][CH3:32])=[O:29])=[N:23][CH:24]=1. (3) Given the reactants [NH2:1][C:2](=[O:35])[CH2:3][CH2:4][N:5]([CH2:13][C:14]1[CH:23]=[CH:22][C:21]2[C:16](=[CH:17][CH:18]=[C:19]([O:24][C@H:25]3[CH2:30][CH2:29][C@H:28]([C:31]([CH3:34])([CH3:33])[CH3:32])[CH2:27][CH2:26]3)[CH:20]=2)[CH:15]=1)C(=O)OC(C)(C)C.[CH3:36][C:37](OC(C)=O)=[O:38], predict the reaction product. The product is: [C:37]([NH:1][C:2](=[O:35])[CH2:3][CH2:4][NH:5][CH2:13][C:14]1[CH:23]=[CH:22][C:21]2[C:16](=[CH:17][CH:18]=[C:19]([O:24][C@H:25]3[CH2:26][CH2:27][C@H:28]([C:31]([CH3:33])([CH3:32])[CH3:34])[CH2:29][CH2:30]3)[CH:20]=2)[CH:15]=1)(=[O:38])[CH3:36]. (4) Given the reactants C([N:8]1[C@@H:13]2[C@@H:14]([C:16]3[NH:17][C:18](=[O:21])[NH:19][N:20]=3)[CH2:15][C@@:9]1([C:38]1[CH:43]=[CH:42][CH:41]=[CH:40][CH:39]=1)[C@H:10]([O:22][CH2:23][C:24]1[CH:29]=[C:28]([C:30]([F:33])([F:32])[F:31])[CH:27]=[C:26]([C:34]([F:37])([F:36])[F:35])[CH:25]=1)[CH2:11][CH2:12]2)C1C=CC=CC=1, predict the reaction product. The product is: [F:37][C:34]([F:35])([F:36])[C:26]1[CH:25]=[C:24]([CH2:23][O:22][C@@H:10]2[CH2:11][CH2:12][C@@H:13]3[NH:8][C@@:9]2([C:38]2[CH:43]=[CH:42][CH:41]=[CH:40][CH:39]=2)[CH2:15][C@@H:14]3[C:16]2[NH:17][C:18](=[O:21])[NH:19][N:20]=2)[CH:29]=[C:28]([C:30]([F:31])([F:32])[F:33])[CH:27]=1. (5) Given the reactants C(N(CC)CC)C.[CH3:8][C:9]1[O:10][C:11]2[CH:17]=[CH:16][C:15]([NH2:18])=[CH:14][C:12]=2[CH:13]=1.Cl.CS[C:22](SC)=[C:23]([C:26](=[O:34])[C:27]1[CH:32]=[CH:31][CH:30]=[CH:29][C:28]=1[Cl:33])[C:24]#[N:25].[NH2:37][C@H:38]1[CH2:44][CH2:43][CH2:42][CH2:41][N:40]([CH2:45][C:46]([N:48]2[CH2:52][CH2:51][CH2:50][CH2:49]2)=[O:47])[C:39]1=[O:53], predict the reaction product. The product is: [Cl:33][C:28]1[CH:29]=[CH:30][CH:31]=[CH:32][C:27]=1[C:26](=[O:34])[C:23]([C:24]#[N:25])=[C:22]([NH:37][C@H:38]1[CH2:44][CH2:43][CH2:42][CH2:41][N:40]([CH2:45][C:46]([N:48]2[CH2:49][CH2:50][CH2:51][CH2:52]2)=[O:47])[C:39]1=[O:53])[NH:18][C:15]1[CH:16]=[CH:17][C:11]2[O:10][C:9]([CH3:8])=[CH:13][C:12]=2[CH:14]=1. (6) Given the reactants C(N(C(C)C)CC)(C)C.[CH3:10][O:11][CH2:12]Cl.[CH:14]1([C:17]2[CH:22]=[CH:21][C:20]([OH:23])=[CH:19][CH:18]=2)[CH2:16][CH2:15]1.O, predict the reaction product. The product is: [CH:14]1([C:17]2[CH:22]=[CH:21][C:20]([O:23][CH2:10][O:11][CH3:12])=[CH:19][CH:18]=2)[CH2:16][CH2:15]1. (7) The product is: [Br-:21].[C:8]([N:7]([C:1]1[CH:2]=[CH:3][CH:4]=[CH:5][CH:6]=1)[C:11]1[C:20]2[C:15](=[CH:16][CH:17]=[CH:18][CH:19]=2)[N+:14]([CH2:11][C:20]2[CH:15]=[CH:16][CH:17]=[CH:18][CH:19]=2)=[CH:13][CH:12]=1)(=[O:10])[CH3:9]. Given the reactants [C:1]1([N:7]([C:11]2[C:20]3[C:15](=[CH:16][CH:17]=[CH:18][CH:19]=3)[N:14]=[CH:13][CH:12]=2)[C:8](=[O:10])[CH3:9])[CH:6]=[CH:5][CH:4]=[CH:3][CH:2]=1.[Br-:21], predict the reaction product. (8) Given the reactants [ClH:1].Cl.[CH3:3][O:4][C:5]1[CH:6]=[C:7]([CH:15]=[C:16]([O:20][CH3:21])[C:17]=1[O:18][CH3:19])[CH2:8][N:9]1[CH2:14][CH2:13][NH:12][CH2:11][CH2:10]1.Br[CH:23]([CH3:39])[C:24]([C:26]1[CH:35]=[CH:34][C:33]2[C:28](=[CH:29][CH:30]=[C:31]([O:37][CH3:38])[C:32]=2[Cl:36])[CH:27]=1)=[O:25].C([O-])([O-])=O.[K+].[K+], predict the reaction product. The product is: [ClH:36].[ClH:1].[CH3:21][O:20][C:16]1[CH:15]=[C:7]([CH:6]=[C:5]([O:4][CH3:3])[C:17]=1[O:18][CH3:19])[CH2:8][N:9]1[CH2:14][CH2:13][N:12]([CH:23]([C:24]([C:26]2[CH:35]=[CH:34][C:33]3[C:28](=[CH:29][CH:30]=[C:31]([O:37][CH3:38])[C:32]=3[Cl:36])[CH:27]=2)=[O:25])[CH3:39])[CH2:11][CH2:10]1. (9) Given the reactants N([O-])=O.[Na+].N[C:6]1[CH:15]=[CH:14][CH:13]=[C:12]2[C:7]=1[CH:8]=[CH:9][CH:10]=[N:11]2.[OH-].[Na+].[BrH:18], predict the reaction product. The product is: [Br:18][C:6]1[CH:15]=[CH:14][CH:13]=[C:12]2[C:7]=1[CH:8]=[CH:9][CH:10]=[N:11]2.